From a dataset of Reaction yield outcomes from USPTO patents with 853,638 reactions. Predict the reaction yield, written as a fraction of the theoretical maximum amount of product (1.0 means a 100% yield; for example, 0.34 means a 34% yield). (1) The reactants are [CH:1]1[C:6]([C:7](Cl)=[O:8])=[CH:5][C:4]2[C:10]([O:12][C:13](=[O:14])[C:3]=2[CH:2]=1)=[O:11].N1C=CC=CC=1.[OH2:21].CC(C)=[O:24]. No catalyst specified. The product is [C:13]([OH:12])(=[O:14])[C:3]1[C:4](=[CH:5][C:6](=[CH:1][CH:2]=1)[C:7]([OH:24])=[O:8])[C:10]([OH:11])=[O:21]. The yield is 0.730. (2) The reactants are [Cl:1][C:2]1[CH:7]=[CH:6][C:5]([CH3:8])=[CH:4][C:3]=1[OH:9].CI.[C:12]([O-])([O-])=O.[K+].[K+]. The catalyst is CC#N. The product is [Cl:1][C:2]1[CH:7]=[CH:6][C:5]([CH3:8])=[CH:4][C:3]=1[O:9][CH3:12]. The yield is 0.890. (3) The reactants are [Cl-].O[NH3+:3].[C:4](=[O:7])([O-])[OH:5].[Na+].CS(C)=O.[CH2:13]([C:15]1[N:16]=[C:17]([CH2:47][CH2:48][CH3:49])[N:18]([CH2:32][C:33]2[CH:38]=[CH:37][C:36]([C:39]3[C:40]([C:45]#[N:46])=[CH:41][CH:42]=[CH:43][CH:44]=3)=[CH:35][CH:34]=2)[C:19](=[O:31])[C:20]=1[C:21]1[CH:26]=[CH:25][C:24]([O:27][CH:28]([CH3:30])[CH3:29])=[CH:23][CH:22]=1)[CH3:14]. The product is [CH2:13]([C:15]1[N:16]=[C:17]([CH2:47][CH2:48][CH3:49])[N:18]([CH2:32][C:33]2[CH:34]=[CH:35][C:36]([C:39]3[CH:44]=[CH:43][CH:42]=[CH:41][C:40]=3[C:45]3[NH:3][C:4](=[O:7])[O:5][N:46]=3)=[CH:37][CH:38]=2)[C:19](=[O:31])[C:20]=1[C:21]1[CH:22]=[CH:23][C:24]([O:27][CH:28]([CH3:29])[CH3:30])=[CH:25][CH:26]=1)[CH3:14]. The yield is 0.790. The catalyst is C(OCC)(=O)C.